Task: Regression/Classification. Given a drug SMILES string, predict its toxicity properties. Task type varies by dataset: regression for continuous values (e.g., LD50, hERG inhibition percentage) or binary classification for toxic/non-toxic outcomes (e.g., AMES mutagenicity, cardiotoxicity, hepatotoxicity). Dataset: dili.. Dataset: Drug-induced liver injury (DILI) classification data (1) The result is 0 (no liver injury). The molecule is CCCCCCCN(CC)CCCC(O)c1ccc(NS(C)(=O)=O)cc1. (2) The molecule is NC(=O)NS(=O)(=O)c1ccc(N)cc1. The result is 1 (causes liver injury). (3) The drug is CN1CCCCC1CCN1c2ccccc2Sc2ccc(S(C)=O)cc21. The result is 1 (causes liver injury).